Predict the reactants needed to synthesize the given product. From a dataset of Full USPTO retrosynthesis dataset with 1.9M reactions from patents (1976-2016). (1) Given the product [Cl:1][C:2]1[C:3]2[N:4]([C:26]([CH2:27][C:28]([F:30])([F:31])[F:29])=[N:25][N:24]=2)[N:5]=[CH:6][C:7]=1[N:8]1[CH2:9][CH2:10][CH:11]([C:14]2[CH:19]=[C:18]([O:20][CH3:21])[CH:17]=[CH:16][C:15]=2[O:22][CH3:23])[CH2:12][CH2:13]1, predict the reactants needed to synthesize it. The reactants are: [Cl:1][C:2]1[C:7]([N:8]2[CH2:13][CH2:12][CH:11]([C:14]3[CH:19]=[C:18]([O:20][CH3:21])[CH:17]=[CH:16][C:15]=3[O:22][CH3:23])[CH2:10][CH2:9]2)=[CH:6][N:5]=[N:4][C:3]=1[NH:24][NH:25][C:26](=O)[CH2:27][C:28]([F:31])([F:30])[F:29].P(Cl)(Cl)(Cl)=O. (2) Given the product [CH2:23]([N:8]([C@@H:6]([CH3:7])[CH2:5][O:4][CH2:3][O:2][CH3:1])[C:9](=[O:22])[C:10]1[CH:15]=[C:14]([CH3:16])[CH:13]=[CH:12][C:11]=1[N:17]1[N:21]=[CH:20][CH:19]=[N:18]1)[CH3:24], predict the reactants needed to synthesize it. The reactants are: [CH3:1][O:2][CH2:3][O:4][CH2:5][C@@H:6]([NH:8][C:9](=[O:22])[C:10]1[CH:15]=[C:14]([CH3:16])[CH:13]=[CH:12][C:11]=1[N:17]1[N:21]=[CH:20][CH:19]=[N:18]1)[CH3:7].[CH2:23](I)[CH3:24]. (3) The reactants are: [N+:1]([C:4]1[CH:5]=[C:6]([CH:8]=[C:9]([N+:11]([O-:13])=[O:12])[CH:10]=1)[NH2:7])([O-:3])=[O:2].CO[CH:16]1[CH2:20][CH2:19][CH:18](OC)O1. Given the product [N+:1]([C:4]1[CH:5]=[C:6]([N:7]2[CH:16]=[CH:20][CH:19]=[CH:18]2)[CH:8]=[C:9]([N+:11]([O-:13])=[O:12])[CH:10]=1)([O-:3])=[O:2], predict the reactants needed to synthesize it. (4) Given the product [CH2:30]([NH:33][C:6](=[O:7])[C:5]1[CH:9]=[CH:10][C:11]([C:12]2[N:13]=[N:14][C:15]([N:18]([CH3:29])[CH:19]3[CH2:20][C:21]([CH3:27])([CH3:28])[NH:22][C:23]([CH3:26])([CH3:25])[CH2:24]3)=[CH:16][CH:17]=2)=[C:3]([O:2][CH3:1])[CH:4]=1)[CH:31]=[CH2:32], predict the reactants needed to synthesize it. The reactants are: [CH3:1][O:2][C:3]1[CH:4]=[C:5]([CH:9]=[CH:10][C:11]=1[C:12]1[N:13]=[N:14][C:15]([N:18]([CH3:29])[CH:19]2[CH2:24][C:23]([CH3:26])([CH3:25])[NH:22][C:21]([CH3:28])([CH3:27])[CH2:20]2)=[CH:16][CH:17]=1)[C:6](O)=[O:7].[CH2:30]([NH2:33])[CH:31]=[CH2:32].CN(C(ON1N=NC2C=CC=NC1=2)=[N+](C)C)C.F[P-](F)(F)(F)(F)F. (5) Given the product [F:1][C:2]1[C:34]([F:35])=[CH:33][C:5]2[NH:6][C:7]([NH:9][C:10]3[CH:15]=[CH:14][C:13]([O:16][C:17]4[C:22]([C:23]5[CH:28]=[CH:27][N:26]=[C:25]([NH:49][C:46]6[CH:45]=[CH:44][C:43]([N:40]7[CH2:39][CH2:38][N:37]([CH3:36])[CH2:42][CH2:41]7)=[CH:48][CH:47]=6)[N:24]=5)=[CH:21][CH:20]=[CH:19][N:18]=4)=[CH:12][CH:11]=3)=[N:8][C:4]=2[CH:3]=1, predict the reactants needed to synthesize it. The reactants are: [F:1][C:2]1[C:34]([F:35])=[CH:33][C:5]2[NH:6][C:7]([NH:9][C:10]3[CH:15]=[CH:14][C:13]([O:16][C:17]4[C:22]([C:23]5[CH:28]=[CH:27][N:26]=[C:25](S(C)(=O)=O)[N:24]=5)=[CH:21][CH:20]=[CH:19][N:18]=4)=[CH:12][CH:11]=3)=[N:8][C:4]=2[CH:3]=1.[CH3:36][N:37]1[CH2:42][CH2:41][N:40]([C:43]2[CH:48]=[CH:47][C:46]([NH2:49])=[CH:45][CH:44]=2)[CH2:39][CH2:38]1.C(O)(C(F)(F)F)=O. (6) Given the product [F:16][C:11]1[CH:10]=[C:9]([C:8](=[C:17]2[CH2:18][C:19]([CH3:26])([CH3:25])[CH2:20][C:21]([CH3:23])([CH3:24])[CH2:22]2)[C:5]2[CH:6]=[CH:7][C:2](/[CH:29]=[CH:28]/[C:27]([O:31][CH2:32][CH3:33])=[O:30])=[CH:3][CH:4]=2)[CH:14]=[CH:13][C:12]=1[OH:15], predict the reactants needed to synthesize it. The reactants are: Br[C:2]1[CH:7]=[CH:6][C:5]([C:8](=[C:17]2[CH2:22][C:21]([CH3:24])([CH3:23])[CH2:20][C:19]([CH3:26])([CH3:25])[CH2:18]2)[C:9]2[CH:14]=[CH:13][C:12]([OH:15])=[C:11]([F:16])[CH:10]=2)=[CH:4][CH:3]=1.[C:27]([O:31][CH2:32][CH3:33])(=[O:30])[CH:28]=[CH2:29].CCN(CC)CC.CN(C=O)C. (7) The reactants are: [F:1][C:2]1[CH:7]=[C:6]([N+:8]([O-])=O)[C:5]([F:11])=[CH:4][C:3]=1[CH2:12][C:13]([OH:15])=[O:14].CC(O)=O. Given the product [NH2:8][C:6]1[C:5]([F:11])=[CH:4][C:3]([CH2:12][C:13]([OH:15])=[O:14])=[C:2]([F:1])[CH:7]=1, predict the reactants needed to synthesize it. (8) Given the product [Cl:6][C:7]1[C:15]([Cl:16])=[CH:14][C:10]([C:11]([O:13][CH3:30])=[O:12])=[C:9]([C:17]2[NH:18][C:19](=[O:26])[C:20]3[S:25][CH:24]=[CH:23][C:21]=3[N:22]=2)[CH:8]=1, predict the reactants needed to synthesize it. The reactants are: S(=O)(=O)(O)O.[Cl:6][C:7]1[C:15]([Cl:16])=[CH:14][C:10]([C:11]([OH:13])=[O:12])=[C:9]([C:17]2[NH:18][C:19](=[O:26])[C:20]3[S:25][CH:24]=[CH:23][C:21]=3[N:22]=2)[CH:8]=1.CO.O1CCOC[CH2:30]1. (9) The reactants are: [NH2:1][C:2]1[C:3]2[C:10]([C:11]3[CH:16]=[CH:15][C:14]([NH:17][C:18]4[C:19](=[O:26])[C:20](=[O:25])[C:21]=4OCC)=[CH:13][CH:12]=3)=[C:9]([CH2:27][CH3:28])[S:8][C:4]=2[N:5]=[CH:6][N:7]=1.[CH3:29][C:30]1[CH:31]=[C:32]([CH:34]=[CH:35][CH:36]=1)[NH2:33]. Given the product [NH2:1][C:2]1[C:3]2[C:10]([C:11]3[CH:16]=[CH:15][C:14]([NH:17][C:18]4[C:19](=[O:26])[C:20](=[O:25])[C:21]=4[NH:33][C:32]4[CH:34]=[CH:35][CH:36]=[C:30]([CH3:29])[CH:31]=4)=[CH:13][CH:12]=3)=[C:9]([CH2:27][CH3:28])[S:8][C:4]=2[N:5]=[CH:6][N:7]=1, predict the reactants needed to synthesize it. (10) Given the product [C:34]([C@H:33]([NH:32][C:3](=[O:4])[CH:2]([OH:1])[C:6]1[CH:7]=[CH:8][C:9]([C:12]2[N:16]=[C:15]([C:17]3[O:21][N:20]=[C:19]([C:22]4[CH:23]=[CH:24][CH:25]=[CH:26][CH:27]=4)[C:18]=3[C:28]([F:30])([F:31])[F:29])[O:14][N:13]=2)=[CH:10][CH:11]=1)[CH3:36])#[N:35], predict the reactants needed to synthesize it. The reactants are: [OH:1][CH:2]([C:6]1[CH:11]=[CH:10][C:9]([C:12]2[N:16]=[C:15]([C:17]3[O:21][N:20]=[C:19]([C:22]4[CH:27]=[CH:26][CH:25]=[CH:24][CH:23]=4)[C:18]=3[C:28]([F:31])([F:30])[F:29])[O:14][N:13]=2)=[CH:8][CH:7]=1)[C:3](O)=[O:4].[NH2:32][C@H:33]([CH3:36])[C:34]#[N:35].CN1CCOCC1.CN(C(ON1N=NC2C=CC=NC1=2)=[N+](C)C)C.F[P-](F)(F)(F)(F)F.